This data is from Peptide-MHC class I binding affinity with 185,985 pairs from IEDB/IMGT. The task is: Regression. Given a peptide amino acid sequence and an MHC pseudo amino acid sequence, predict their binding affinity value. This is MHC class I binding data. (1) The peptide sequence is SLAADLEKL. The MHC is HLA-A02:01 with pseudo-sequence HLA-A02:01. The binding affinity (normalized) is 0.648. (2) The peptide sequence is GSSKIRWIVE. The MHC is HLA-B57:01 with pseudo-sequence HLA-B57:01. The binding affinity (normalized) is 0.375. (3) The peptide sequence is IALPVAWLF. The MHC is HLA-A26:01 with pseudo-sequence HLA-A26:01. The binding affinity (normalized) is 0.0847.